Predict the product of the given reaction. From a dataset of Forward reaction prediction with 1.9M reactions from USPTO patents (1976-2016). (1) Given the reactants [NH2:1][CH:2]1[CH:10]([CH2:11][C:12]2[CH:17]=[CH:16][CH:15]=[CH:14][CH:13]=2)[C:9]2[C:4](=[CH:5][CH:6]=[C:7]([O:18][CH2:19][CH2:20][NH:21][S:22]([C:25]3[N:26]=[CH:27][N:28]([CH3:30])[CH:29]=3)(=[O:24])=[O:23])[CH:8]=2)[CH2:3]1.C(NC(C)C)(C)C.[Cl:38][CH2:39][C:40]([CH3:45])([CH3:44])[C:41](Cl)=[O:42].Cl, predict the reaction product. The product is: [CH2:11]([CH:10]1[C:9]2[C:4](=[CH:5][CH:6]=[C:7]([O:18][CH2:19][CH2:20][NH:21][S:22]([C:25]3[N:26]=[CH:27][N:28]([CH3:30])[CH:29]=3)(=[O:24])=[O:23])[CH:8]=2)[CH2:3][CH:2]1[NH:1][C:41](=[O:42])[C:40]([CH3:45])([CH3:44])[CH2:39][Cl:38])[C:12]1[CH:13]=[CH:14][CH:15]=[CH:16][CH:17]=1. (2) The product is: [Cl:15][C:12]1[C:11]2[NH:10][CH:9]([C:16]3[CH:21]=[CH:20][CH:19]=[C:18]([N:22]4[CH2:23][CH2:24][O:25][CH2:26][CH2:27]4)[CH:17]=3)[C:8]([CH3:29])([CH3:28])[CH2:7][C:6]=2[C:5]([C:3]([OH:4])=[O:2])=[CH:14][CH:13]=1. Given the reactants C[O:2][C:3]([C:5]1[C:6]2[CH2:7][C:8]([CH3:29])([CH3:28])[CH:9]([C:16]3[CH:21]=[CH:20][CH:19]=[C:18]([N:22]4[CH2:27][CH2:26][O:25][CH2:24][CH2:23]4)[CH:17]=3)[NH:10][C:11]=2[C:12]([Cl:15])=[CH:13][CH:14]=1)=[O:4].[OH-].[Na+].Cl, predict the reaction product. (3) The product is: [Cl:1][C:2]1[CH:10]=[CH:9][C:8]([C:11]2[O:12][C:13]([CH:16]=[C:24]3[S:18][C:19](=[S:20])[NH:21][C:22]3=[O:23])=[CH:14][CH:15]=2)=[CH:7][C:3]=1[C:4]([OH:6])=[O:5]. Given the reactants [Cl:1][C:2]1[CH:10]=[CH:9][C:8]([C:11]2[O:12][C:13]([CH:16]=O)=[CH:14][CH:15]=2)=[CH:7][C:3]=1[C:4]([OH:6])=[O:5].[S:18]1[CH2:24][C:22](=[O:23])[NH:21][C:19]1=[S:20].N1CCCCC1, predict the reaction product. (4) Given the reactants [O:1]=[C:2]1[CH2:7][CH2:6][CH:5]([N:8]2[C:13](=[O:14])[C:12]([CH2:15][C:16]3[CH:21]=[CH:20][C:19]([C:22]4[CH:27]=[CH:26][CH:25]=[CH:24][C:23]=4[C:28]4[NH:32][C:31](=[O:33])[O:30][N:29]=4)=[CH:18][CH:17]=3)=[C:11]([CH2:34][CH2:35][CH3:36])[N:10]3[N:37]=[CH:38][N:39]=[C:9]23)[CH2:4][CH2:3]1.[CH2:40](O)[CH2:41][CH2:42][OH:43].CC1C=CC(S(O)(=O)=O)=CC=1.C(=O)([O-])O.[Na+], predict the reaction product. The product is: [O:43]1[C:2]2([CH2:7][CH2:6][CH:5]([N:8]3[C:13](=[O:14])[C:12]([CH2:15][C:16]4[CH:17]=[CH:18][C:19]([C:22]5[CH:27]=[CH:26][CH:25]=[CH:24][C:23]=5[C:28]5[NH:32][C:31](=[O:33])[O:30][N:29]=5)=[CH:20][CH:21]=4)=[C:11]([CH2:34][CH2:35][CH3:36])[N:10]4[N:37]=[CH:38][N:39]=[C:9]34)[CH2:4][CH2:3]2)[O:1][CH2:40][CH2:41][CH2:42]1. (5) Given the reactants [O:1]1[CH:5]=[CH:4][CH:3]=[C:2]1B(O)O.Br[C:10]1[CH:15]=[CH:14][C:13]([C:16]2[N:20]([C:21]3[CH:26]=[CH:25][C:24]([S:27]([CH3:30])(=[O:29])=[O:28])=[CH:23][CH:22]=3)[N:19]=[C:18]([CH2:31][OH:32])[CH:17]=2)=[CH:12][CH:11]=1, predict the reaction product. The product is: [O:1]1[CH:5]=[CH:4][CH:3]=[C:2]1[C:10]1[CH:15]=[CH:14][C:13]([C:16]2[N:20]([C:21]3[CH:26]=[CH:25][C:24]([S:27]([CH3:30])(=[O:28])=[O:29])=[CH:23][CH:22]=3)[N:19]=[C:18]([CH2:31][OH:32])[CH:17]=2)=[CH:12][CH:11]=1.